Task: Predict the reactants needed to synthesize the given product.. Dataset: Full USPTO retrosynthesis dataset with 1.9M reactions from patents (1976-2016) (1) Given the product [C:15]([O:18][C:19]([NH:21][C@@H:22]1[CH2:28][CH2:27][C@H:25]([NH:1][C:2]2[C:3]([CH3:13])=[C:4]([CH:9]=[C:10]([Cl:12])[CH:11]=2)[C:5]([O:7][CH3:8])=[O:6])[CH2:24][CH2:23]1)=[O:20])([CH3:17])([CH3:14])[CH3:16], predict the reactants needed to synthesize it. The reactants are: [NH2:1][C:2]1[C:3]([CH3:13])=[C:4]([CH:9]=[C:10]([Cl:12])[CH:11]=1)[C:5]([O:7][CH3:8])=[O:6].[CH3:14][C:15]([O:18][C:19]([NH:21][CH:22]1[CH2:28][CH2:27][C:25](=O)[CH2:24][CH2:23]1)=[O:20])([CH3:17])[CH3:16].C([BH3-])#N.[Na+]. (2) Given the product [O:34]1[CH:38]=[CH:37][CH:36]=[C:35]1[C:2]1[C:22]([O:23][CH3:24])=[CH:21][C:5]2[N:6]([CH3:20])[C:7](=[O:19])[CH2:8][N:9]=[C:10]([C:11]3[CH:12]=[C:13]([CH:16]=[CH:17][CH:18]=3)[C:14]#[N:15])[C:4]=2[CH:3]=1, predict the reactants needed to synthesize it. The reactants are: Br[C:2]1[C:22]([O:23][CH3:24])=[CH:21][C:5]2[N:6]([CH3:20])[C:7](=[O:19])[CH2:8][N:9]=[C:10]([C:11]3[CH:12]=[C:13]([CH:16]=[CH:17][CH:18]=3)[C:14]#[N:15])[C:4]=2[CH:3]=1.C1(B(O)O)C=CC=CC=1.[O:34]1[CH:38]=[CH:37][CH:36]=[C:35]1B(O)O.